From a dataset of Full USPTO retrosynthesis dataset with 1.9M reactions from patents (1976-2016). Predict the reactants needed to synthesize the given product. (1) Given the product [C:1]12([NH:11][CH:12]([C:15]3[S:19][C:18]([C:20]#[N:21])=[CH:17][CH:16]=3)[CH3:13])[CH2:8][CH:7]3[CH2:6][CH:5]([CH2:4][CH:3]([CH2:9]3)[CH2:2]1)[CH2:10]2, predict the reactants needed to synthesize it. The reactants are: [C:1]12([NH2:11])[CH2:10][CH:5]3[CH2:6][CH:7]([CH2:9][CH:3]([CH2:4]3)[CH2:2]1)[CH2:8]2.[C:12]([C:15]1[S:19][C:18]([C:20]#[N:21])=[CH:17][CH:16]=1)(=O)[CH3:13]. (2) Given the product [Cl:10][C:6]1[N:5]=[CH:4][N:3]=[C:2]([N:19]([CH2:18][C:17]2[CH:28]=[CH:29][C:14]([O:13][CH3:12])=[CH:15][CH:16]=2)[CH2:20][CH2:21][CH2:22][CH2:23][C:24]([O:26][CH3:27])=[O:25])[C:7]=1[CH:8]=[O:9], predict the reactants needed to synthesize it. The reactants are: Cl[C:2]1[C:7]([CH:8]=[O:9])=[C:6]([Cl:10])[N:5]=[CH:4][N:3]=1.Cl.[CH3:12][O:13][C:14]1[CH:29]=[CH:28][C:17]([CH2:18][NH:19][CH2:20][CH2:21][CH2:22][CH2:23][C:24]([O:26][CH3:27])=[O:25])=[CH:16][CH:15]=1.P([O-])([O-])([O-])=O.[K+].[K+].[K+]. (3) Given the product [C:27]([C:29]1[CH:34]=[CH:33][C:32]([C:2]2[CH:7]=[CH:6][CH:5]=[C:4]([N:8]3[C:12]4[CH:13]=[CH:14][C:15]([C:17]([NH:19][CH2:20][C:21]5[CH:22]=[N:23][CH:24]=[CH:25][CH:26]=5)=[O:18])=[CH:16][C:11]=4[N:10]=[CH:9]3)[CH:3]=2)=[CH:31][CH:30]=1)#[N:28], predict the reactants needed to synthesize it. The reactants are: Br[C:2]1[CH:3]=[C:4]([N:8]2[C:12]3[CH:13]=[CH:14][C:15]([C:17]([NH:19][CH2:20][C:21]4[CH:22]=[N:23][CH:24]=[CH:25][CH:26]=4)=[O:18])=[CH:16][C:11]=3[N:10]=[CH:9]2)[CH:5]=[CH:6][CH:7]=1.[C:27]([C:29]1[CH:34]=[CH:33][C:32](B(O)O)=[CH:31][CH:30]=1)#[N:28]. (4) The reactants are: [CH3:1][C:2]([CH3:21])([CH3:20])[C:3]([C:5]1[C:13]2[C:8](=[CH:9][C:10]([O:14][CH3:15])=[CH:11][CH:12]=2)[N:7]([CH2:16][C:17]([OH:19])=O)[N:6]=1)=[O:4].C1C=CC2N(O)N=NC=2C=1.[CH2:32]([NH:34][CH2:35][CH2:36][CH:37]([CH3:39])[CH3:38])[CH3:33].CCN(C(C)C)C(C)C. Given the product [CH3:21][C:2]([CH3:20])([CH3:1])[C:3]([C:5]1[C:13]2[C:8](=[CH:9][C:10]([O:14][CH3:15])=[CH:11][CH:12]=2)[N:7]([CH2:16][C:17]([N:34]([CH2:32][CH3:33])[CH2:35][CH2:36][CH:37]([CH3:39])[CH3:38])=[O:19])[N:6]=1)=[O:4], predict the reactants needed to synthesize it.